This data is from Catalyst prediction with 721,799 reactions and 888 catalyst types from USPTO. The task is: Predict which catalyst facilitates the given reaction. (1) Reactant: [C:1]([O:10][CH3:11])(=[O:9])[C:2]1[C:3](=[CH:5][CH:6]=[CH:7][CH:8]=1)[OH:4].[Br:12]Br.O. Product: [Br:12][C:7]1[CH:8]=[C:2]([C:1]([O:10][CH3:11])=[O:9])[C:3]([OH:4])=[CH:5][CH:6]=1. The catalyst class is: 15. (2) Reactant: C([O:3][C:4](=O)[CH2:5][O:6][C@H:7]1[CH2:12][CH2:11][C@H:10]([N:13]2[C:18](=[O:19])[C:17]([CH2:20][C:21]3[CH:26]=[CH:25][C:24]([C:27]4[CH:32]=[CH:31][CH:30]=[CH:29][C:28]=4[C:33]#[N:34])=[CH:23][CH:22]=3)=[C:16]([CH2:35][CH2:36][CH3:37])[N:15]3[N:38]=[CH:39][CH:40]=[C:14]23)[CH2:9][CH2:8]1)C.C(O)C.[BH4-].[Li+].[Cl-].[NH4+]. Product: [OH:3][CH2:4][CH2:5][O:6][C@H:7]1[CH2:12][CH2:11][C@H:10]([N:13]2[C:18](=[O:19])[C:17]([CH2:20][C:21]3[CH:26]=[CH:25][C:24]([C:27]4[C:28]([C:33]#[N:34])=[CH:29][CH:30]=[CH:31][CH:32]=4)=[CH:23][CH:22]=3)=[C:16]([CH2:35][CH2:36][CH3:37])[N:15]3[N:38]=[CH:39][CH:40]=[C:14]23)[CH2:9][CH2:8]1. The catalyst class is: 54. (3) Reactant: [C:1]1([C:22]2[CH:27]=[CH:26][CH:25]=[CH:24][CH:23]=2)[CH:6]=[CH:5][C:4]([NH:7][C:8]2[CH:13]=[N:12][CH:11]=[C:10]3[S:14][C:15]([C:17](=[O:21])[CH2:18][C:19]#[N:20])=[CH:16][C:9]=23)=[CH:3][CH:2]=1.[C:28]1([N:34]=[C:35]=[O:36])[CH:33]=[CH:32][CH:31]=[CH:30][CH:29]=1. Product: [C:1]1([C:22]2[CH:23]=[CH:24][CH:25]=[CH:26][CH:27]=2)[CH:6]=[CH:5][C:4]([NH:7][C:8]2[CH:13]=[N:12][CH:11]=[C:10]3[S:14][C:15]([C:17](=[O:21])[CH:18]([C:19]#[N:20])[C:35]([NH:34][C:28]4[CH:33]=[CH:32][CH:31]=[CH:30][CH:29]=4)=[O:36])=[CH:16][C:9]=23)=[CH:3][CH:2]=1.[CH2:28]([NH+:12]([CH2:11][CH3:10])[CH2:13][CH3:8])[CH3:29]. The catalyst class is: 3. (4) Reactant: [Cl:1][C:2]1[CH:3]=[CH:4][C:5]([CH3:30])=[C:6]([C@H:8]([O:22][CH2:23][CH2:24]OS(C)(=O)=O)[C@@H:9]2[CH2:14][CH2:13][CH2:12][N:11]([C:15]([O:17][C:18]([CH3:21])([CH3:20])[CH3:19])=[O:16])[CH2:10]2)[CH:7]=1.[N-:31]=[N+:32]=[N-:33].[Na+]. Product: [N:31]([CH2:24][CH2:23][O:22][C@@H:8]([C:6]1[CH:7]=[C:2]([Cl:1])[CH:3]=[CH:4][C:5]=1[CH3:30])[C@@H:9]1[CH2:14][CH2:13][CH2:12][N:11]([C:15]([O:17][C:18]([CH3:21])([CH3:20])[CH3:19])=[O:16])[CH2:10]1)=[N+:32]=[N-:33]. The catalyst class is: 31.